Dataset: Peptide-MHC class II binding affinity with 134,281 pairs from IEDB. Task: Regression. Given a peptide amino acid sequence and an MHC pseudo amino acid sequence, predict their binding affinity value. This is MHC class II binding data. The binding affinity (normalized) is 0.0859. The MHC is HLA-DQA10501-DQB10201 with pseudo-sequence HLA-DQA10501-DQB10201. The peptide sequence is NVSHIQSAVVCGRRH.